The task is: Predict the product of the given reaction.. This data is from Forward reaction prediction with 1.9M reactions from USPTO patents (1976-2016). (1) Given the reactants [CH3:1][NH:2][S:3]([C:6]1[CH:7]=[CH:8][C:9]2[S:13][C:12]([CH2:14][C:15]#[N:16])=[N:11][C:10]=2[CH:17]=1)(=[O:5])=[O:4].[C:18]([O:21][C:22](=O)C)(=O)[CH3:19], predict the reaction product. The product is: [CH3:1][NH:2][S:3]([C:6]1[CH:7]=[CH:8][C:9]2[S:13][C:12]([C:14]([C:15]#[N:16])=[C:18]([O:21][CH3:22])[CH3:19])=[N:11][C:10]=2[CH:17]=1)(=[O:4])=[O:5]. (2) Given the reactants C(OC([N:8]1[CH:14]([CH2:15][C:16]2[CH:21]=[CH:20][C:19]([O:22][CH3:23])=[C:18]([O:24][CH3:25])[CH:17]=2)[C:13]2[CH:26]=[C:27]([O:32][CH3:33])[C:28]([O:30][CH3:31])=[CH:29][C:12]=2[S:11](=[O:35])(=[O:34])[CH2:10][CH2:9]1)=O)(C)(C)C.FC(F)(F)C(O)=O.O.[OH-].[Na+].C(Cl)Cl.CO, predict the reaction product. The product is: [CH3:25][O:24][C:18]1[CH:17]=[C:16]([CH:21]=[CH:20][C:19]=1[O:22][CH3:23])[CH2:15][CH:14]1[C:13]2[CH:26]=[C:27]([O:32][CH3:33])[C:28]([O:30][CH3:31])=[CH:29][C:12]=2[S:11](=[O:35])(=[O:34])[CH2:10][CH2:9][NH:8]1. (3) Given the reactants C(=O)([O-])[O-].[K+].[K+].Br.BrC[CH2:10][CH2:11][N:12]1[CH2:17][CH2:16][CH2:15][CH2:14][CH2:13]1.CN(C=O)C.[C:23]1([C:29]2[S:34][C:33]3[CH:35]=[CH:36][CH:37]=[CH:38][C:32]=3[O:31][C:30]=2[C:39]2[CH:44]=[CH:43][C:42]([OH:45])=[CH:41][CH:40]=2)[CH:28]=[CH:27][CH:26]=[CH:25][CH:24]=1, predict the reaction product. The product is: [C:23]1([C:29]2[S:34][C:33]3[CH:35]=[CH:36][CH:37]=[CH:38][C:32]=3[O:31][C:30]=2[C:39]2[CH:40]=[CH:41][C:42]([O:45][CH2:15][CH2:16][CH2:17][N:12]3[CH2:11][CH2:10][CH2:14][CH2:13]3)=[CH:43][CH:44]=2)[CH:24]=[CH:25][CH:26]=[CH:27][CH:28]=1. (4) Given the reactants C[O:2][C:3]([C:5]1[CH:14]=[CH:13][C:12]2[C:7](=[CH:8][CH:9]=[C:10]([O:17][CH3:18])[C:11]=2[CH:15]=O)[CH:6]=1)=[O:4].Cl.[NH2:20][CH2:21][C:22]1[CH:27]=[CH:26][C:25]([S:28]([NH2:31])(=[O:30])=[O:29])=[CH:24][CH:23]=1, predict the reaction product. The product is: [NH2:31][S:28]([C:25]1[CH:24]=[CH:23][C:22]([CH2:21][NH:20][CH2:15][C:11]2[C:10]([O:17][CH3:18])=[CH:9][CH:8]=[C:7]3[C:12]=2[CH:13]=[CH:14][C:5]([C:3]([OH:2])=[O:4])=[CH:6]3)=[CH:27][CH:26]=1)(=[O:29])=[O:30]. (5) Given the reactants [NH2:1][CH2:2][C@@H:3]([C:5]1[CH:6]=[CH:7][C:8]2[N:9]([N:11]=[N:12][N:13]=2)[CH:10]=1)[OH:4].O=[C:15]1[CH2:20][CH2:19][N:18]([C:21]2[CH:34]=[CH:33][C:24]([CH2:25][CH:26]3[S:30][C:29](=[O:31])[NH:28][C:27]3=[O:32])=[CH:23][CH:22]=2)[CH2:17][CH2:16]1.[Sn](Cl)(Cl)(Cl)Cl, predict the reaction product. The product is: [OH:4][C@H:3]([C:5]1[CH:6]=[CH:7][C:8]2[N:9]([N:11]=[N:12][N:13]=2)[CH:10]=1)[CH2:2][NH:1][CH:15]1[CH2:16][CH2:17][N:18]([C:21]2[CH:34]=[CH:33][C:24]([CH2:25][CH:26]3[S:30][C:29](=[O:31])[NH:28][C:27]3=[O:32])=[CH:23][CH:22]=2)[CH2:19][CH2:20]1. (6) Given the reactants [C:1]([O:4][C:5]1[CH:10]=[C:9]([I:11])[CH:8]=[C:7]([O:12]C(=O)C)[C:6]=1[Cl:16])(=[O:3])[CH3:2].[OH-].[Li+].Cl, predict the reaction product. The product is: [C:1]([O:4][C:5]1[CH:10]=[C:9]([I:11])[CH:8]=[C:7]([OH:12])[C:6]=1[Cl:16])(=[O:3])[CH3:2]. (7) Given the reactants CS(O[CH2:6][CH2:7][CH2:8][O:9][C:10]1[CH:15]=[CH:14][C:13]([N:16]([C:25]2[CH:30]=[CH:29][C:28]([N:31]([C:40]3[CH:45]=[CH:44][C:43]([O:46][CH3:47])=[CH:42][CH:41]=3)[C:32]3[CH:37]=[CH:36][C:35]([O:38][CH3:39])=[CH:34][CH:33]=3)=[CH:27][CH:26]=2)[C:17]2[CH:22]=[CH:21][C:20]([O:23][CH3:24])=[CH:19][CH:18]=2)=[CH:12][CH:11]=1)(=O)=O.[Br-:48].[Li+].O1CCCC1, predict the reaction product. The product is: [Br:48][CH2:6][CH2:7][CH2:8][O:9][C:10]1[CH:15]=[CH:14][C:13]([N:16]([C:17]2[CH:22]=[CH:21][C:20]([O:23][CH3:24])=[CH:19][CH:18]=2)[C:25]2[CH:30]=[CH:29][C:28]([N:31]([C:40]3[CH:45]=[CH:44][C:43]([O:46][CH3:47])=[CH:42][CH:41]=3)[C:32]3[CH:37]=[CH:36][C:35]([O:38][CH3:39])=[CH:34][CH:33]=3)=[CH:27][CH:26]=2)=[CH:12][CH:11]=1.